From a dataset of Full USPTO retrosynthesis dataset with 1.9M reactions from patents (1976-2016). Predict the reactants needed to synthesize the given product. The reactants are: C([CH:3]([CH:7]=[CH:8][C:9]1[CH:14]=[CH:13][CH:12]=[C:11]([O:15][CH2:16][C:17]2[C:22]([CH3:23])=[CH:21][CH:20]=[CH:19][C:18]=2[CH3:24])[CH:10]=1)[C:4]([OH:6])=[O:5])C.[OH-].[Na+]. Given the product [CH3:23][C:22]1[CH:21]=[CH:20][CH:19]=[C:18]([CH3:24])[C:17]=1[CH2:16][O:15][C:11]1[CH:10]=[C:9]([CH:8]=[CH:7][CH2:3][C:4]([OH:6])=[O:5])[CH:14]=[CH:13][CH:12]=1, predict the reactants needed to synthesize it.